Dataset: Forward reaction prediction with 1.9M reactions from USPTO patents (1976-2016). Task: Predict the product of the given reaction. (1) Given the reactants [NH2:1][C:2]1[CH:7]=[CH:6][C:5]([C:8]2[CH:16]=[C:15]3[C:11]([CH2:12][N:13]([C@@H:18]([CH:23]([CH3:25])[CH3:24])[C:19]([O:21][CH3:22])=[O:20])[C:14]3=[O:17])=[CH:10][CH:9]=2)=[CH:4][CH:3]=1.[O:26]([C:33]1[CH:38]=[CH:37][CH:36]=[CH:35][C:34]=1[N:39]=[C:40]=[O:41])[C:27]1[CH:32]=[CH:31][CH:30]=[CH:29][CH:28]=1, predict the reaction product. The product is: [CH3:24][CH:23]([CH3:25])[C@H:18]([N:13]1[CH2:12][C:11]2[C:15](=[CH:16][C:8]([C:5]3[CH:4]=[CH:3][C:2]([NH:1][C:40]([NH:39][C:34]4[CH:35]=[CH:36][CH:37]=[CH:38][C:33]=4[O:26][C:27]4[CH:32]=[CH:31][CH:30]=[CH:29][CH:28]=4)=[O:41])=[CH:7][CH:6]=3)=[CH:9][CH:10]=2)[C:14]1=[O:17])[C:19]([O:21][CH3:22])=[O:20]. (2) Given the reactants [CH3:1][C:2]1[N:3]([CH:14]2[CH2:19][CH2:18][O:17][CH2:16][CH2:15]2)[C:4]([C:7]2[CH:12]=[CH:11][N:10]=[C:9]([NH2:13])[N:8]=2)=[CH:5][N:6]=1.Br[C:21]1[CH:26]=[CH:25][C:24]([S:27]([N:30]([CH2:33][CH3:34])[CH2:31][CH3:32])(=[O:29])=[O:28])=[CH:23][CH:22]=1.C([O-])([O-])=O.[Cs+].[Cs+], predict the reaction product. The product is: [CH2:33]([N:30]([CH2:31][CH3:32])[S:27]([C:24]1[CH:25]=[CH:26][C:21]([NH:13][C:9]2[N:8]=[C:7]([C:4]3[N:3]([CH:14]4[CH2:19][CH2:18][O:17][CH2:16][CH2:15]4)[C:2]([CH3:1])=[N:6][CH:5]=3)[CH:12]=[CH:11][N:10]=2)=[CH:22][CH:23]=1)(=[O:28])=[O:29])[CH3:34]. (3) Given the reactants C(OC(OC(C)(C)C)=O)(OC(C)(C)C)=O.[NH2:16][C@H:17]1[CH2:22][CH2:21][C@H:20]([NH:23][C:24]2[CH:25]=[C:26]([N:43]([CH:53]3[CH2:55][CH2:54]3)CC3C=CC(OC)=CC=3)[C:27]3[N:28]([C:30]([C:33]([NH:35][C:36]4[CH:41]=[CH:40][N:39]=[CH:38][C:37]=4[F:42])=[O:34])=[CH:31][N:32]=3)[N:29]=2)[CH2:19][CH2:18]1.[N:56]1([C:62](OC(C)(C)C)=[O:63])[CH2:61][CH2:60][NH:59][CH2:58][CH2:57]1.C(O)(C(F)(F)F)=O, predict the reaction product. The product is: [CH:53]1([NH:43][C:26]2[C:27]3[N:28]([C:30]([C:33]([NH:35][C:36]4[CH:41]=[CH:40][N:39]=[CH:38][C:37]=4[F:42])=[O:34])=[CH:31][N:32]=3)[N:29]=[C:24]([NH:23][C@H:20]3[CH2:21][CH2:22][C@H:17]([NH:16][C:62]([N:56]4[CH2:61][CH2:60][NH:59][CH2:58][CH2:57]4)=[O:63])[CH2:18][CH2:19]3)[CH:25]=2)[CH2:54][CH2:55]1. (4) Given the reactants Br[C:2]1[CH:10]=[CH:9][C:5]([C:6]([OH:8])=O)=[CH:4][C:3]=1[F:11].Cl.[CH3:13][NH:14][CH:15]1[CH2:17][CH2:16]1.Cl.Cl.C[Si](C)(C)CCOC[N:26]1[C:30]2[N:31]=[CH:32][N:33]=[C:34]([C:35]3[CH:36]=[N:37][N:38]([C:40]4([CH2:44][C:45]#[N:46])[CH2:43][NH:42][CH2:41]4)[CH:39]=3)[C:29]=2[CH:28]=[CH:27]1, predict the reaction product. The product is: [C:45]([CH2:44][C:40]1([N:38]2[CH:39]=[C:35]([C:34]3[C:29]4[CH:28]=[CH:27][NH:26][C:30]=4[N:31]=[CH:32][N:33]=3)[CH:36]=[N:37]2)[CH2:43][N:42]([C:2]2[CH:10]=[CH:9][C:5]([C:6]([N:14]([CH:15]3[CH2:17][CH2:16]3)[CH3:13])=[O:8])=[CH:4][C:3]=2[F:11])[CH2:41]1)#[N:46]. (5) Given the reactants [CH2:1]([Li])[CH2:2]CC.C(NC(C)C)(C)C.[Br:13][C:14]1[CH:15]=[N:16][CH:17]=[C:18]([F:20])[CH:19]=1.C(I)C, predict the reaction product. The product is: [Br:13][C:14]1[CH:15]=[N:16][CH:17]=[C:18]([F:20])[C:19]=1[CH2:1][CH3:2].